This data is from Reaction yield outcomes from USPTO patents with 853,638 reactions. The task is: Predict the reaction yield, written as a fraction of the theoretical maximum amount of product (1.0 means a 100% yield; for example, 0.34 means a 34% yield). The reactants are FC(F)(F)C([O-])=O.[C:8]([C:10]1[C:23]([N+:24]([O-:26])=[O:25])=[CH:22][CH:21]=[CH:20][C:11]=1[O:12][CH2:13][C@H:14]1[CH2:19][CH2:18][CH2:17][CH2:16][NH2+:15]1)#[N:9].C(N(CC)CC)C.[N:34]1[CH:39]=[CH:38][C:37]([CH2:40][NH:41][C:42](=O)[O:43]C2C=CC([N+]([O-])=O)=CC=2)=[CH:36][CH:35]=1.O. The catalyst is ClCCl. The product is [C:8]([C:10]1[C:23]([N+:24]([O-:26])=[O:25])=[CH:22][CH:21]=[CH:20][C:11]=1[O:12][CH2:13][C@H:14]1[CH2:19][CH2:18][CH2:17][CH2:16][N:15]1[C:42]([NH:41][CH2:40][C:37]1[CH:38]=[CH:39][N:34]=[CH:35][CH:36]=1)=[O:43])#[N:9]. The yield is 0.320.